This data is from Peptide-MHC class II binding affinity with 134,281 pairs from IEDB. The task is: Regression. Given a peptide amino acid sequence and an MHC pseudo amino acid sequence, predict their binding affinity value. This is MHC class II binding data. (1) The peptide sequence is SDGSWSTVSSEANAEDVVCC. The MHC is DRB1_0405 with pseudo-sequence DRB1_0405. The binding affinity (normalized) is 0.641. (2) The peptide sequence is LIDVSGITLKQATTA. The MHC is DRB1_0701 with pseudo-sequence DRB1_0701. The binding affinity (normalized) is 0.321. (3) The peptide sequence is FNGGESKLKAEATTD. The MHC is DRB1_1201 with pseudo-sequence DRB1_1201. The binding affinity (normalized) is 0.0739. (4) The binding affinity (normalized) is 0.664. The peptide sequence is RLTYQWHKEGSSIGK. The MHC is DRB5_0101 with pseudo-sequence DRB5_0101.